This data is from Reaction yield outcomes from USPTO patents with 853,638 reactions. The task is: Predict the reaction yield, written as a fraction of the theoretical maximum amount of product (1.0 means a 100% yield; for example, 0.34 means a 34% yield). The reactants are CCN(C(C)C)C(C)C.[CH:10]1([C:13](Cl)=[O:14])[CH2:12][CH2:11]1.Cl.[NH2:17][CH2:18][C:19]1[CH:24]=[CH:23][C:22]([C:25]([N:27]2[CH2:36][C:35]3[CH:34]=[N:33][N:32]([CH3:37])[C:31]=3[NH:30][C:29]3[CH:38]=[C:39]([CH3:42])[CH:40]=[CH:41][C:28]2=3)=[O:26])=[CH:21][C:20]=1[F:43]. The catalyst is ClCCl. The product is [CH3:37][N:32]1[C:31]2[NH:30][C:29]3[CH:38]=[C:39]([CH3:42])[CH:40]=[CH:41][C:28]=3[N:27]([C:25]([C:22]3[CH:23]=[CH:24][C:19]([CH2:18][NH:17][C:13]([CH:10]4[CH2:12][CH2:11]4)=[O:14])=[C:20]([F:43])[CH:21]=3)=[O:26])[CH2:36][C:35]=2[CH:34]=[N:33]1. The yield is 0.540.